This data is from Forward reaction prediction with 1.9M reactions from USPTO patents (1976-2016). The task is: Predict the product of the given reaction. (1) Given the reactants Br[C:2]1[C:10]2[N:9]=[C:8]([N:11]3[CH2:16][CH2:15][N:14]([C:17]4[C:22]([Cl:23])=[CH:21][C:20]([Cl:24])=[CH:19][N:18]=4)[CH2:13][C@H:12]3[CH3:25])[NH:7][C:6]=2[CH:5]=[C:4]([C:26]([F:29])([F:28])[F:27])[CH:3]=1.C(B(CC)[C:33]1[CH:34]=[N:35][CH:36]=[CH:37][CH:38]=1)C, predict the reaction product. The product is: [Cl:23][C:22]1[C:17]([N:14]2[CH2:15][CH2:16][N:11]([C:8]3[NH:9][C:10]4[C:2]([C:33]5[CH:34]=[N:35][CH:36]=[CH:37][CH:38]=5)=[CH:3][C:4]([C:26]([F:27])([F:28])[F:29])=[CH:5][C:6]=4[N:7]=3)[C@H:12]([CH3:25])[CH2:13]2)=[N:18][CH:19]=[C:20]([Cl:24])[CH:21]=1. (2) Given the reactants [N:1]([CH2:4][CH2:5][O:6][CH:7]([C:21]1[CH:26]=[CH:25][CH:24]=[C:23]([F:27])[C:22]=1[F:28])[C@@H:8]1[CH2:13][CH2:12][CH2:11][N:10]([C:14]([O:16][C:17]([CH3:20])([CH3:19])[CH3:18])=[O:15])[CH2:9]1)=[N+]=[N-], predict the reaction product. The product is: [NH2:1][CH2:4][CH2:5][O:6][C@@H:7]([C:21]1[CH:26]=[CH:25][CH:24]=[C:23]([F:27])[C:22]=1[F:28])[C@@H:8]1[CH2:13][CH2:12][CH2:11][N:10]([C:14]([O:16][C:17]([CH3:20])([CH3:19])[CH3:18])=[O:15])[CH2:9]1. (3) Given the reactants [F:1][C:2]([F:56])([F:55])[C:3]1[CH:4]=[C:5]([CH:48]=[C:49]([C:51]([F:54])([F:53])[F:52])[CH:50]=1)[CH2:6][N:7]([CH2:25][C:26]1[CH:31]=[C:30]([O:32][CH3:33])[C:29]([O:34][CH3:35])=[CH:28][C:27]=1[C:36]1[CH:41]=[C:40]([CH:42]([CH3:44])[CH3:43])[C:39]([F:45])=[CH:38][C:37]=1[O:46][CH3:47])[C:8]1[N:13]=[CH:12][C:11]([O:14][CH2:15][CH2:16][CH2:17][C:18]([O:20]C(C)(C)C)=[O:19])=[CH:10][N:9]=1.Cl.O1CCOCC1.[OH-].[Na+], predict the reaction product. The product is: [F:55][C:2]([F:1])([F:56])[C:3]1[CH:4]=[C:5]([CH:48]=[C:49]([C:51]([F:52])([F:54])[F:53])[CH:50]=1)[CH2:6][N:7]([CH2:25][C:26]1[CH:31]=[C:30]([O:32][CH3:33])[C:29]([O:34][CH3:35])=[CH:28][C:27]=1[C:36]1[CH:41]=[C:40]([CH:42]([CH3:43])[CH3:44])[C:39]([F:45])=[CH:38][C:37]=1[O:46][CH3:47])[C:8]1[N:13]=[CH:12][C:11]([O:14][CH2:15][CH2:16][CH2:17][C:18]([OH:20])=[O:19])=[CH:10][N:9]=1. (4) Given the reactants C1(NC(=O)C=COC2C=CC=CC=2)C=CC=CC=1.[C:19]1([N:25]=[C:26]([S:36][C:37]2[CH:42]=[CH:41][CH:40]=[CH:39][CH:38]=2)[CH:27]=[CH:28][O:29][C:30]2[CH:35]=[CH:34][CH:33]=[CH:32][CH:31]=2)[CH:24]=[CH:23][CH:22]=[CH:21][CH:20]=1.C1(C)C=CC=CC=1.S(Cl)(Cl)=O, predict the reaction product. The product is: [C:19]1([N:25]=[C:26]([S:36][C:37]2[CH:42]=[CH:41][CH:40]=[CH:39][CH:38]=2)[CH:27]=[CH:28][O:29][C:30]2[CH:31]=[CH:32][CH:33]=[CH:34][CH:35]=2)[CH:20]=[CH:21][CH:22]=[CH:23][CH:24]=1. (5) Given the reactants Br[C:2]1[CH:7]=[C:6]([F:8])[CH:5]=[C:4]([Cl:9])[CH:3]=1.ClCCl.[CH3:13][N:14](C)C=O, predict the reaction product. The product is: [Cl:9][C:4]1[CH:3]=[C:2]([CH:7]=[C:6]([F:8])[CH:5]=1)[C:13]#[N:14]. (6) Given the reactants [CH3:1][C:2]1[NH:3][C:4](=[O:26])[C:5]([CH2:11][C:12]2[CH:17]=[CH:16][C:15]([C:18]3[C:19]([C:24]#[N:25])=[CH:20][CH:21]=[CH:22][CH:23]=3)=[CH:14][CH:13]=2)=[C:6]([CH2:8][CH2:9][CH3:10])[N:7]=1.[F:27][C:28]1[CH:29]=[C:30](B(O)O)[CH:31]=[CH:32][C:33]=1[O:34][CH:35]([CH3:37])[CH3:36].C(N(CC)CC)C.N1C=CC=CC=1, predict the reaction product. The product is: [F:27][C:28]1[CH:29]=[C:30]([N:3]2[C:4](=[O:26])[C:5]([CH2:11][C:12]3[CH:17]=[CH:16][C:15]([C:18]4[C:19]([C:24]#[N:25])=[CH:20][CH:21]=[CH:22][CH:23]=4)=[CH:14][CH:13]=3)=[C:6]([CH2:8][CH2:9][CH3:10])[N:7]=[C:2]2[CH3:1])[CH:31]=[CH:32][C:33]=1[O:34][CH:35]([CH3:37])[CH3:36]. (7) Given the reactants C([O:4][C:5]1[N:6]=[C:7]([C:27]([O:29]CC)=[O:28])[C:8]2[CH2:9][CH2:10][N:11]([CH2:18][C:19]3[CH:24]=[CH:23][C:22]([F:25])=[C:21]([Cl:26])[CH:20]=3)[C:12](=[O:17])[C:13]=2[C:14]=1[O:15][CH3:16])(=O)C.O.[OH-].[Li+].O.Cl, predict the reaction product. The product is: [Cl:26][C:21]1[CH:20]=[C:19]([CH:24]=[CH:23][C:22]=1[F:25])[CH2:18][N:11]1[CH2:10][CH2:9][C:8]2[C:13](=[C:14]([O:15][CH3:16])[C:5](=[O:4])[NH:6][C:7]=2[C:27]([OH:29])=[O:28])[C:12]1=[O:17]. (8) Given the reactants [CH:1]1([N:4]([CH2:39][C:40]2[CH:45]=[C:44]([CH2:46][CH2:47][CH2:48][O:49][CH3:50])[CH:43]=[C:42]([OH:51])[CH:41]=2)[C:5]([C@@H:7]2[C@@H:12]([C:13]3[CH:18]=[CH:17][C:16]([O:19][CH2:20][CH2:21][O:22][C:23]4[C:28]([Cl:29])=[CH:27][C:26]([CH3:30])=[CH:25][C:24]=4[Cl:31])=[CH:15][CH:14]=3)[CH2:11][CH2:10][N:9]([C:32]([O:34][C:35]([CH3:38])([CH3:37])[CH3:36])=[O:33])[CH2:8]2)=[O:6])[CH2:3][CH2:2]1.C(N(CC)CC)C.[F:59][C:60]([F:73])([F:72])[S:61](O[S:61]([C:60]([F:73])([F:72])[F:59])(=[O:63])=[O:62])(=[O:63])=[O:62], predict the reaction product. The product is: [CH:1]1([N:4]([CH2:39][C:40]2[CH:41]=[C:42]([O:51][S:61]([C:60]([F:73])([F:72])[F:59])(=[O:63])=[O:62])[CH:43]=[C:44]([CH2:46][CH2:47][CH2:48][O:49][CH3:50])[CH:45]=2)[C:5]([C@@H:7]2[C@@H:12]([C:13]3[CH:14]=[CH:15][C:16]([O:19][CH2:20][CH2:21][O:22][C:23]4[C:28]([Cl:29])=[CH:27][C:26]([CH3:30])=[CH:25][C:24]=4[Cl:31])=[CH:17][CH:18]=3)[CH2:11][CH2:10][N:9]([C:32]([O:34][C:35]([CH3:38])([CH3:37])[CH3:36])=[O:33])[CH2:8]2)=[O:6])[CH2:3][CH2:2]1. (9) Given the reactants [Cl:1][C:2]1[CH:3]=[C:4]([OH:10])[CH:5]=[C:6]([Cl:9])[C:7]=1[Cl:8].[CH2:11](Br)[C:12]1[CH:17]=[CH:16][CH:15]=[CH:14][CH:13]=1.C(=O)([O-])[O-].[K+].[K+].O, predict the reaction product. The product is: [Cl:1][C:2]1[CH:3]=[C:4]([O:10][CH2:11][C:12]2[CH:17]=[CH:16][CH:15]=[CH:14][CH:13]=2)[CH:5]=[C:6]([Cl:9])[C:7]=1[Cl:8].